From a dataset of Full USPTO retrosynthesis dataset with 1.9M reactions from patents (1976-2016). Predict the reactants needed to synthesize the given product. (1) Given the product [F:1][C:2]1[CH:3]=[C:4]([C@@:9]2([CH3:42])[N:18]([CH2:19][C:20](=[O:33])[O:43][C:44]3[CH:45]=[C:46]4[C:67](=[CH:68][CH:69]=3)[CH2:66][C@:48]3([C:56]5[C:51](=[N:52][CH:53]=[CH:54][CH:55]=5)[N:50]([CH2:57][O:58][CH2:59][CH2:60][Si:61]([CH3:62])([CH3:63])[CH3:64])[C:49]3=[O:65])[CH2:47]4)[C:17](=[O:34])[C:12]3([CH2:16][CH2:15][CH2:14][CH2:13]3)[N:11]([C:35]([O:37][CH2:38][CH2:40][CH2:70][CH3:71])=[O:36])[CH2:10]2)[CH:5]=[C:6]([F:8])[CH:7]=1, predict the reactants needed to synthesize it. The reactants are: [F:1][C:2]1[CH:3]=[C:4]([C@@:9]2([CH3:42])[N:18]([CH2:19][C:20](=[O:33])OC3C(F)=C(F)C(F)=C(F)C=3F)[C:17](=[O:34])[C:12]3([CH2:16][CH2:15][CH2:14][CH2:13]3)[N:11]([C:35]([O:37][C:38](C)([CH3:40])C)=[O:36])[CH2:10]2)[CH:5]=[C:6]([F:8])[CH:7]=1.[OH:43][C:44]1[CH:45]=[C:46]2[C:67](=[CH:68][CH:69]=1)[CH2:66][C@:48]1([C:56]3[C:51](=[N:52][CH:53]=[CH:54][CH:55]=3)[N:50]([CH2:57][O:58][CH2:59][CH2:60][Si:61]([CH3:64])([CH3:63])[CH3:62])[C:49]1=[O:65])[CH2:47]2.[CH:70](N(CC)C(C)C)(C)[CH3:71]. (2) Given the product [CH2:1]([N:3]([CH2:27][C:28]1[CH:29]=[CH:30][C:31]([C:34]([F:36])([F:35])[F:37])=[CH:32][CH:33]=1)[C:4](=[O:26])[CH2:5][O:6][C:7]1[CH:8]=[CH:9][C:10]([CH2:13][CH2:14][S:15][C:16]2[CH:25]=[CH:24][CH:23]=[CH:22][C:17]=2[C:18]([OH:20])=[O:19])=[CH:11][CH:12]=1)[CH3:2], predict the reactants needed to synthesize it. The reactants are: [CH2:1]([N:3]([CH2:27][C:28]1[CH:33]=[CH:32][C:31]([C:34]([F:37])([F:36])[F:35])=[CH:30][CH:29]=1)[C:4](=[O:26])[CH2:5][O:6][C:7]1[CH:12]=[CH:11][C:10]([CH2:13][CH2:14][S:15][C:16]2[CH:25]=[CH:24][CH:23]=[CH:22][C:17]=2[C:18]([O:20]C)=[O:19])=[CH:9][CH:8]=1)[CH3:2].[OH-].[Li+]. (3) Given the product [CH3:24][N:2]([CH3:1])[C:3]1[N:23]=[C:6]2[CH:7]=[C:8]([NH:11][C:12]([C:14]3[N:18]([CH3:19])[N:17]=[CH:16][C:15]=3[C:20]([N:25]3[CH2:30][CH2:29][O:28][CH2:27][CH2:26]3)=[O:22])=[O:13])[CH:9]=[CH:10][N:5]2[N:4]=1, predict the reactants needed to synthesize it. The reactants are: [CH3:1][N:2]([CH3:24])[C:3]1[N:23]=[C:6]2[CH:7]=[C:8]([NH:11][C:12]([C:14]3[N:18]([CH3:19])[N:17]=[CH:16][C:15]=3[C:20]([OH:22])=O)=[O:13])[CH:9]=[CH:10][N:5]2[N:4]=1.[NH:25]1[CH2:30][CH2:29][O:28][CH2:27][CH2:26]1.CCCP(=O)=O.C(N(C(C)C)CC)(C)C. (4) Given the product [ClH:32].[NH2:7][C@@H:8]1[C:14](=[O:15])[N:13]([CH2:16][C:17]2[C:26]3[C:21](=[CH:22][CH:23]=[CH:24][CH:25]=3)[CH:20]=[CH:19][CH:18]=2)[C:12]2[CH:27]=[CH:28][CH:29]=[CH:30][C:11]=2[NH:10][CH2:9]1, predict the reactants needed to synthesize it. The reactants are: C(OC(=O)[NH:7][C@@H:8]1[C:14](=[O:15])[N:13]([CH2:16][C:17]2[C:26]3[C:21](=[CH:22][CH:23]=[CH:24][CH:25]=3)[CH:20]=[CH:19][CH:18]=2)[C:12]2[CH:27]=[CH:28][CH:29]=[CH:30][C:11]=2[NH:10][CH2:9]1)(C)(C)C.[ClH:32]. (5) Given the product [CH3:14][C:10]1[C:9]2[C:6](=[O:7])[CH2:5][O:4][C:3]=2[C:2]([CH3:1])=[C:12]([CH3:13])[CH:11]=1, predict the reactants needed to synthesize it. The reactants are: [CH3:1][C:2]1[C:12]([CH3:13])=[CH:11][C:10]([CH3:14])=[CH:9][C:3]=1[O:4][CH2:5][C:6](O)=[O:7]. (6) Given the product [F:1][C:2]1[CH:3]=[C:4]([C@:15]([NH:23][C:40](=[O:42])[CH2:39][C:38](=[O:41])[CH3:37])([C:24]2[CH:29]=[CH:28][C:27]([F:30])=[CH:26][CH:25]=2)[CH2:16][C:17]2[CH:22]=[CH:21][CH:20]=[CH:19][CH:18]=2)[CH:5]=[C:6]([O:8][C:9]([F:14])([F:13])[CH:10]([F:12])[F:11])[CH:7]=1, predict the reactants needed to synthesize it. The reactants are: [F:1][C:2]1[CH:3]=[C:4]([C@@:15]([C:24]2[CH:29]=[CH:28][C:27]([F:30])=[CH:26][CH:25]=2)([NH2:23])[CH2:16][C:17]2[CH:22]=[CH:21][CH:20]=[CH:19][CH:18]=2)[CH:5]=[C:6]([O:8][C:9]([F:14])([F:13])[CH:10]([F:12])[F:11])[CH:7]=1.N1C=CC=CC=1.[CH2:37]=[C:38]1[O:41][C:40](=[O:42])[CH2:39]1. (7) Given the product [F:1][C:2]1[CH:9]=[CH:8][C:5]([C:6]([OH:36])=[O:35])=[CH:4][C:3]=1[C:10]1[N:14]2[CH:15]=[C:16]([C:19]3[N:26]4[C:22]([O:23][CH:24]=[CH:25]4)=[N:21][C:20]=3[C:27]3[CH:32]=[CH:31][C:30]([F:33])=[CH:29][CH:28]=3)[CH:17]=[CH:18][C:13]2=[N:12][N:11]=1, predict the reactants needed to synthesize it. The reactants are: [F:1][C:2]1[CH:9]=[CH:8][C:5]([C:6]#N)=[CH:4][C:3]=1[C:10]1[N:14]2[CH:15]=[C:16]([C:19]3[N:26]4[C:22]([O:23][CH:24]=[CH:25]4)=[N:21][C:20]=3[C:27]3[CH:32]=[CH:31][C:30]([F:33])=[CH:29][CH:28]=3)[CH:17]=[CH:18][C:13]2=[N:12][N:11]=1.[NH4+].[OH-:35].[OH-:36].[Na+].N. (8) Given the product [CH2:69]([N:38]([CH2:36][CH3:37])[CH2:39]/[CH:40]=[CH:41]\[C:42]1[CH:47]=[C:46]([F:48])[CH:45]=[CH:44][C:43]=1[S:49]([CH2:52][C:53]1[C:58]([C:59]([OH:61])=[O:60])=[C:57]([OH:63])[C:56]([C:64]2[CH:68]=[CH:67][O:66][CH:65]=2)=[CH:55][CH:54]=1)(=[O:51])=[O:50])[CH3:70], predict the reactants needed to synthesize it. The reactants are: C1(S(CC2C(C(O)=O)=C(NCCNC(OC(C)(C)C)=O)C(C3C=COC=3)=CC=2)(=O)=O)C=CC=CC=1.[CH2:36]([N:38]([CH2:69][CH3:70])[CH2:39]/[CH:40]=[CH:41]\[C:42]1[CH:47]=[C:46]([F:48])[CH:45]=[CH:44][C:43]=1[S:49]([CH2:52][C:53]1[C:58]([C:59]([O:61]C)=[O:60])=[C:57]([OH:63])[C:56]([C:64]2[CH:68]=[CH:67][O:66][CH:65]=2)=[CH:55][CH:54]=1)(=[O:51])=[O:50])[CH3:37]. (9) Given the product [C:1]([O:5][C:6]([N:8]1[CH2:13][CH2:12][CH:11]([NH:14][C:15]2[CH:20]=[C:19]([N:21]3[C:33]4[CH:32]=[CH:31][CH:30]=[C:29]([C:34]5[CH:35]=[N:36][C:37]6[C:42]([CH:43]=5)=[CH:41][CH:40]=[CH:39][CH:38]=6)[C:28]=4[C:27]4[C:22]3=[CH:23][CH:24]=[CH:25][CH:26]=4)[CH:18]=[CH:17][C:16]=2[C:44](=[O:46])[NH2:45])[CH2:10][CH2:9]1)=[O:7])([CH3:4])([CH3:2])[CH3:3], predict the reactants needed to synthesize it. The reactants are: [C:1]([O:5][C:6]([N:8]1[CH2:13][CH2:12][CH:11]([NH:14][C:15]2[CH:20]=[C:19]([N:21]3[C:33]4[CH:32]=[CH:31][CH:30]=[C:29]([C:34]5[CH:35]=[N:36][C:37]6[C:42]([CH:43]=5)=[CH:41][CH:40]=[CH:39][CH:38]=6)[C:28]=4[C:27]4[C:22]3=[CH:23][CH:24]=[CH:25][CH:26]=4)[CH:18]=[CH:17][C:16]=2[C:44]#[N:45])[CH2:10][CH2:9]1)=[O:7])([CH3:4])([CH3:3])[CH3:2].[OH-:46].[Na+].OO.